Dataset: Reaction yield outcomes from USPTO patents with 853,638 reactions. Task: Predict the reaction yield, written as a fraction of the theoretical maximum amount of product (1.0 means a 100% yield; for example, 0.34 means a 34% yield). (1) The reactants are [Cl:1][C:2]1[CH:3]=[CH:4][C:5]([CH2:8][O:9][C:10]2[CH:15]=[CH:14][N:13]([C:16]3[CH:17]=[N:18][C:19](F)=[CH:20][CH:21]=3)[C:12](=[O:23])[CH:11]=2)=[N:6][CH:7]=1.[CH3:24][N:25]1[CH2:30][CH2:29][NH:28][CH2:27][CH2:26]1.C([O-])([O-])=O.[K+].[K+]. The catalyst is CN(C=O)C. The product is [Cl:1][C:2]1[CH:3]=[CH:4][C:5]([CH2:8][O:9][C:10]2[CH:15]=[CH:14][N:13]([C:16]3[CH:17]=[N:18][C:19]([N:28]4[CH2:29][CH2:30][N:25]([CH3:24])[CH2:26][CH2:27]4)=[CH:20][CH:21]=3)[C:12](=[O:23])[CH:11]=2)=[N:6][CH:7]=1. The yield is 0.200. (2) The reactants are ClC(Cl)(O[C:5](=[O:11])[O:6][C:7](Cl)(Cl)Cl)Cl.[O:13]1[CH2:16]C(O)[CH2:14]1.C(N(CC)C(C)C)(C)C.[CH3:27][C@H:28]1[CH2:37][NH:36][C:35]2[C:30](=[CH:31][CH:32]=[C:33]([C:38]3[CH:39]=[N:40][N:41]([CH:43]4[CH2:46][O:45][CH2:44]4)[CH:42]=3)[CH:34]=2)[N:29]1[C:47](=[O:49])[CH3:48]. The yield is 0.630. The product is [C:47]([N:29]1[C:30]2[C:35](=[CH:34][C:33]([C:38]3[CH:39]=[N:40][N:41]([CH:43]4[CH2:46][O:45][CH2:44]4)[CH:42]=3)=[CH:32][CH:31]=2)[N:36]([C:5]([O:6][CH:7]2[CH2:16][O:13][CH2:14]2)=[O:11])[CH2:37][C@@H:28]1[CH3:27])(=[O:49])[CH3:48]. The catalyst is ClCCCl. (3) The reactants are [OH:1][C:2]1[CH:10]=[CH:9][C:5]([C:6]([OH:8])=[O:7])=[CH:4][N:3]=1.[N+:11]([O-])([OH:13])=[O:12]. The catalyst is S(=O)(=O)(O)O. The product is [OH:1][C:2]1[C:10]([N+:11]([O-:13])=[O:12])=[CH:9][C:5]([C:6]([OH:8])=[O:7])=[CH:4][N:3]=1. The yield is 0.360. (4) The reactants are [Cl-].O[NH3+:3].[C:4](=[O:7])([O-])[OH:5].[Na+].CS(C)=O.[CH2:13]([C:15]1[N:16]=[C:17]([CH2:48][CH2:49][CH3:50])[N:18]([CH2:32][C:33]2[CH:38]=[CH:37][C:36]([C:39]3[C:40]([C:45]#[N:46])=[CH:41][CH:42]=[CH:43][CH:44]=3)=[CH:35][C:34]=2[F:47])[C:19](=[O:31])[C:20]=1[C:21]1[CH:22]=[N:23][C:24]([O:27][CH:28]([CH3:30])[CH3:29])=[CH:25][CH:26]=1)[CH3:14]. The catalyst is O. The product is [CH2:13]([C:15]1[N:16]=[C:17]([CH2:48][CH2:49][CH3:50])[N:18]([CH2:32][C:33]2[CH:38]=[CH:37][C:36]([C:39]3[CH:44]=[CH:43][CH:42]=[CH:41][C:40]=3[C:45]3[NH:3][C:4](=[O:7])[O:5][N:46]=3)=[CH:35][C:34]=2[F:47])[C:19](=[O:31])[C:20]=1[C:21]1[CH:22]=[N:23][C:24]([O:27][CH:28]([CH3:29])[CH3:30])=[CH:25][CH:26]=1)[CH3:14]. The yield is 0.540. (5) The reactants are [H-].[Na+].[CH3:3][S:4]([NH2:7])(=[O:6])=[O:5].[CH3:8][C:9]1([CH3:34])[CH2:18][C:17]2[C:12](=[CH:13][CH:14]=[C:15]([C:19](O)=[O:20])[CH:16]=2)[NH:11][CH:10]1[C:22]1[CH:27]=[CH:26][CH:25]=[C:24]([N:28]2[CH2:33][CH2:32][NH:31][CH2:30][CH2:29]2)[CH:23]=1.C(N1C=CN=C1)(N1C=CN=C1)=O. The catalyst is CN(C)C=O. The product is [CH3:8][C:9]1([CH3:34])[CH2:18][C:17]2[C:12](=[CH:13][CH:14]=[C:15]([C:19]([NH:7][S:4]([CH3:3])(=[O:6])=[O:5])=[O:20])[CH:16]=2)[NH:11][CH:10]1[C:22]1[CH:27]=[CH:26][CH:25]=[C:24]([N:28]2[CH2:33][CH2:32][NH:31][CH2:30][CH2:29]2)[CH:23]=1. The yield is 0.300. (6) The reactants are [Cl:1][C:2]1[C:7]([NH:8][NH2:9])=[N:6][CH:5]=[CH:4][N:3]=1.CO[C:12](OC)(OC)[C:13]1[CH:18]=[CH:17][CH:16]=[CH:15][CH:14]=1. No catalyst specified. The product is [Cl:1][C:2]1[C:7]2[N:6]([C:12]([C:13]3[CH:18]=[CH:17][CH:16]=[CH:15][CH:14]=3)=[N:9][N:8]=2)[CH:5]=[CH:4][N:3]=1. The yield is 1.00. (7) The reactants are [CH3:1][C:2]1[CH:7]=[CH:6][C:5]([CH:8]=[CH:9][C:10](=[O:20])[CH:11]=[CH:12][C:13]2[CH:18]=[CH:17][C:16]([CH3:19])=[CH:15][CH:14]=2)=[CH:4][CH:3]=1.[CH3:21][NH2:22].O. The catalyst is CN(C)C=O. The product is [CH3:19][C:16]1[CH:15]=[CH:14][C:13]([CH:12]2[CH2:11][C:10](=[O:20])[CH2:9][CH:8]([C:5]3[CH:4]=[CH:3][C:2]([CH3:1])=[CH:7][CH:6]=3)[N:22]2[CH3:21])=[CH:18][CH:17]=1. The yield is 0.750. (8) The reactants are [C:1]([O-:4])(=[O:3])[CH3:2].[Na+].[CH2:6]([O:8][C:9]([C:11](=[CH:16][C:17]1[CH:21]=[C:20]([CH3:22])[O:19][CH:18]=1)[CH2:12][C:13](O)=O)=[O:10])[CH3:7]. The catalyst is C(OC(=O)C)(=O)C.ClCCl. The product is [C:1]([O:4][C:13]1[C:18]2[O:19][C:20]([CH3:22])=[CH:21][C:17]=2[CH:16]=[C:11]([C:9]([O:8][CH2:6][CH3:7])=[O:10])[CH:12]=1)(=[O:3])[CH3:2]. The yield is 0.810.